This data is from Peptide-MHC class II binding affinity with 134,281 pairs from IEDB. The task is: Regression. Given a peptide amino acid sequence and an MHC pseudo amino acid sequence, predict their binding affinity value. This is MHC class II binding data. The peptide sequence is VNYWFAPGAAAAPLS. The MHC is HLA-DPA10201-DPB10101 with pseudo-sequence HLA-DPA10201-DPB10101. The binding affinity (normalized) is 0.262.